This data is from Forward reaction prediction with 1.9M reactions from USPTO patents (1976-2016). The task is: Predict the product of the given reaction. (1) Given the reactants C([O:8][CH:9]1[CH2:14][CH2:13][CH:12]([O:15][CH2:16][C:17]([C:19]2[CH:24]=[CH:23][CH:22]=[CH:21][CH:20]=2)=O)[CH:11]([F:25])[CH2:10]1)C1C=CC=CC=1.CCCCCC, predict the reaction product. The product is: [F:25][CH:11]1[CH:12]([O:15][CH2:16][CH2:17][C:19]2[CH:24]=[CH:23][CH:22]=[CH:21][CH:20]=2)[CH2:13][CH2:14][CH:9]([OH:8])[CH2:10]1. (2) Given the reactants [Br:1][CH2:2][C:3](=[O:8])[C:4]([F:7])([F:6])[F:5].[NH2:9][C:10]1[N:15]=[CH:14][C:13]([Br:16])=[CH:12][N:11]=1, predict the reaction product. The product is: [BrH:1].[Br:16][C:13]1[CH:12]=[N:11][C:10]2[N:15]([CH2:2][C:3]([C:4]([F:7])([F:6])[F:5])([OH:8])[N:9]=2)[CH:14]=1.